From a dataset of Full USPTO retrosynthesis dataset with 1.9M reactions from patents (1976-2016). Predict the reactants needed to synthesize the given product. Given the product [Cl:1][C:2]1[CH:7]=[CH:6][C:5]([C:8]2[N:9]=[C:10]3[N:14]([C:15]=2[CH2:16][OH:17])[CH:13]=[C:12]([CH2:18][OH:19])[S:11]3)=[CH:4][CH:3]=1, predict the reactants needed to synthesize it. The reactants are: [Cl:1][C:2]1[CH:7]=[CH:6][C:5]([C:8]2[N:9]=[C:10]3[N:14]([C:15]=2[CH2:16][OH:17])[CH:13]=[C:12]([CH:18]=[O:19])[S:11]3)=[CH:4][CH:3]=1.[Li].[H-].[Al+3].[H-].[H-].